Dataset: NCI-60 drug combinations with 297,098 pairs across 59 cell lines. Task: Regression. Given two drug SMILES strings and cell line genomic features, predict the synergy score measuring deviation from expected non-interaction effect. (1) Drug 1: CS(=O)(=O)C1=CC(=C(C=C1)C(=O)NC2=CC(=C(C=C2)Cl)C3=CC=CC=N3)Cl. Drug 2: CC1=CC=C(C=C1)C2=CC(=NN2C3=CC=C(C=C3)S(=O)(=O)N)C(F)(F)F. Cell line: KM12. Synergy scores: CSS=21.1, Synergy_ZIP=-10.1, Synergy_Bliss=-7.82, Synergy_Loewe=-4.55, Synergy_HSA=-3.25. (2) Drug 1: CN(C)N=NC1=C(NC=N1)C(=O)N. Drug 2: CCN(CC)CCCC(C)NC1=C2C=C(C=CC2=NC3=C1C=CC(=C3)Cl)OC. Cell line: HCC-2998. Synergy scores: CSS=38.0, Synergy_ZIP=0.465, Synergy_Bliss=-4.81, Synergy_Loewe=-25.3, Synergy_HSA=-4.50.